Dataset: Forward reaction prediction with 1.9M reactions from USPTO patents (1976-2016). Task: Predict the product of the given reaction. (1) The product is: [Cl:10][C:8]1[CH:9]=[C:4]2[C:5](=[C:6]([CH3:11])[CH:7]=1)[NH:12][C:13]([C:15]1[N:16]([C:24]3[C:29]([Cl:30])=[CH:28][CH:27]=[CH:26][N:25]=3)[N:17]=[C:18]([C:20]([F:23])([F:22])[F:21])[CH:19]=1)=[N:2][C:1]2=[O:3]. Given the reactants [C:1]([C:4]1[CH:9]=[C:8]([Cl:10])[CH:7]=[C:6]([CH3:11])[C:5]=1[NH:12][C:13]([C:15]1[N:16]([C:24]2[C:29]([Cl:30])=[CH:28][CH:27]=[CH:26][N:25]=2)[N:17]=[C:18]([C:20]([F:23])([F:22])[F:21])[CH:19]=1)=O)(=[O:3])[NH2:2].[OH-].[Na+].O.Cl, predict the reaction product. (2) Given the reactants [CH3:1][N:2]([CH3:17])[CH2:3][CH2:4][N:5]([CH3:16])[C:6]1[CH:11]=[CH:10][CH:9]=[C:8]([NH2:12])[C:7]=1[N+:13]([O-])=O.[H][H], predict the reaction product. The product is: [CH3:1][N:2]([CH3:17])[CH2:3][CH2:4][N:5]([CH3:16])[C:6]1[CH:11]=[CH:10][CH:9]=[C:8]([NH2:12])[C:7]=1[NH2:13]. (3) The product is: [CH3:13][CH:14]([C:15]1[NH:17][C:3]2[CH2:4][CH2:5][CH2:6][C:7](=[O:8])[C:2]=2[N:16]=1)[CH3:18]. Given the reactants Br[C:2]1[C:3](=O)[CH2:4][CH2:5][CH2:6][C:7]=1[O:8]CC.Cl.[CH3:13][CH:14]([CH3:18])[C:15](=[NH:17])[NH2:16].C(=O)([O-])[O-].[K+].[K+], predict the reaction product. (4) Given the reactants [I:1][CH2:2][CH2:3][CH2:4][CH2:5][CH2:6][CH2:7][CH2:8][CH2:9]I.[N:11]1[C:20]2[C:15](=[CH:16][CH:17]=[CH:18][CH:19]=2)[CH:14]=[CH:13][CH:12]=1, predict the reaction product. The product is: [I-:1].[I-:1].[CH2:2]([N+:11]1[C:20]2[C:15](=[CH:16][CH:17]=[CH:18][CH:19]=2)[CH:14]=[CH:13][CH:12]=1)[CH2:3][CH2:4][CH2:5][CH2:6][CH2:7][CH2:8][CH2:9][N+:11]1[C:20]2[C:15](=[CH:16][CH:17]=[CH:18][CH:19]=2)[CH:14]=[CH:13][CH:12]=1. (5) Given the reactants [CH:1]([C:3]1[S:7][C:6]([C:8]([OH:10])=[O:9])=[CH:5][CH:4]=1)=O.[N:11]1([C:17]([O:19][C:20]([CH3:23])([CH3:22])[CH3:21])=[O:18])[CH2:16][CH2:15][NH:14][CH2:13][CH2:12]1.C([BH3-])#N.[Na+], predict the reaction product. The product is: [C:20]([O:19][C:17]([N:11]1[CH2:16][CH2:15][N:14]([CH2:1][C:3]2[S:7][C:6]([C:8]([OH:10])=[O:9])=[CH:5][CH:4]=2)[CH2:13][CH2:12]1)=[O:18])([CH3:23])([CH3:21])[CH3:22].